This data is from Reaction yield outcomes from USPTO patents with 853,638 reactions. The task is: Predict the reaction yield, written as a fraction of the theoretical maximum amount of product (1.0 means a 100% yield; for example, 0.34 means a 34% yield). The reactants are [F:1][C:2]1[CH:3]=[C:4]([N:12]2[C:16]([C:17]3[CH:22]=[CH:21][C:20]([C:23]4[O:24][CH:25]=[CH:26][CH:27]=4)=[CH:19][CH:18]=3)=[CH:15][C:14]([C:28](O)=[O:29])=[N:13]2)[CH:5]=[CH:6][C:7]=1[S:8]([CH3:11])(=[O:10])=[O:9].O.C(OCC)(=O)C. The catalyst is C1COCC1. The product is [F:1][C:2]1[CH:3]=[C:4]([N:12]2[C:16]([C:17]3[CH:18]=[CH:19][C:20]([C:23]4[O:24][CH:25]=[CH:26][CH:27]=4)=[CH:21][CH:22]=3)=[CH:15][C:14]([CH2:28][OH:29])=[N:13]2)[CH:5]=[CH:6][C:7]=1[S:8]([CH3:11])(=[O:9])=[O:10]. The yield is 0.526.